From a dataset of Forward reaction prediction with 1.9M reactions from USPTO patents (1976-2016). Predict the product of the given reaction. (1) The product is: [CH3:16][O:15][C:10]1[CH:11]=[C:12]2[C:7](=[CH:8][CH:9]=1)[C:6]1=[CH:17][C:2]([NH:26][CH2:25][CH2:24][N:19]3[CH2:23][CH2:22][CH2:21][CH2:20]3)=[N:3][C:4](=[O:18])[N:5]1[CH2:14][CH2:13]2. Given the reactants Cl[C:2]1[CH:17]=[C:6]2[C:7]3[C:12]([CH2:13][CH2:14][N:5]2[C:4](=[O:18])[N:3]=1)=[CH:11][C:10]([O:15][CH3:16])=[CH:9][CH:8]=3.[N:19]1([CH2:24][CH2:25][NH2:26])[CH2:23][CH2:22][CH2:21][CH2:20]1.Cl, predict the reaction product. (2) Given the reactants [O:1]1[CH2:6][CH2:5][CH:4]([C:7]([OH:9])=[O:8])[CH2:3][CH2:2]1.O.[CH3:11]C1C=CC(S(O)(=O)=O)=CC=1, predict the reaction product. The product is: [O:1]1[CH2:6][CH2:5][CH:4]([C:7]([O:9][CH3:11])=[O:8])[CH2:3][CH2:2]1.